This data is from Forward reaction prediction with 1.9M reactions from USPTO patents (1976-2016). The task is: Predict the product of the given reaction. (1) The product is: [Br:1][C:2]1[C:3]([F:9])=[CH:4][C:5]([NH2:6])=[C:7]([I:10])[CH:8]=1. Given the reactants [Br:1][C:2]1[CH:8]=[CH:7][C:5]([NH2:6])=[CH:4][C:3]=1[F:9].[I:10]N1C(=O)CCC1=O, predict the reaction product. (2) Given the reactants [Cl:1][C:2]1[CH:7]=[CH:6][C:5]([C:8](=O)[CH2:9][NH:10][C:11]([NH:13][CH:14]2[CH2:16][CH2:15]2)=[O:12])=[CH:4][CH:3]=1.CO, predict the reaction product. The product is: [Cl:1][C:2]1[CH:7]=[CH:6][C:5]([C:8]2[N:13]([CH:14]3[CH2:16][CH2:15]3)[C:11](=[O:12])[NH:10][CH:9]=2)=[CH:4][CH:3]=1. (3) The product is: [CH:1]1([N:4]([CH:18]2[CH2:23][CH2:22][N:21]([C:25]3[N:26]=[N:27][C:28]([CH:31]4[CH2:33][CH2:32]4)=[CH:29][CH:30]=3)[CH2:20][CH2:19]2)[C:5](=[O:17])[C:6]2[CH:7]=[CH:8][C:9]([C:12]3[O:16][CH:15]=[N:14][CH:13]=3)=[CH:10][CH:11]=2)[CH2:3][CH2:2]1. Given the reactants [CH:1]1([N:4]([CH:18]2[CH2:23][CH2:22][NH:21][CH2:20][CH2:19]2)[C:5](=[O:17])[C:6]2[CH:11]=[CH:10][C:9]([C:12]3[O:16][CH:15]=[N:14][CH:13]=3)=[CH:8][CH:7]=2)[CH2:3][CH2:2]1.Cl[C:25]1[N:26]=[N:27][C:28]([CH:31]2[CH2:33][CH2:32]2)=[CH:29][CH:30]=1.C([O-])([O-])=O.[K+].[K+], predict the reaction product. (4) Given the reactants [CH2:1]([N:3]([CH2:39][CH3:40])[C:4]([C:6]1[CH:11]=[CH:10][C:9]([CH:12]([C:31]2[CH:36]=[CH:35][CH:34]=[C:33]([O:37][CH3:38])[CH:32]=2)[CH2:13][CH2:14][N:15]2[CH2:20][CH2:19][CH:18]([N:21]3[C:25]4[CH:26]=[CH:27][CH:28]=[CH:29][C:24]=4[NH:23][C:22]3=[O:30])[CH2:17][CH2:16]2)=[CH:8][CH:7]=1)=[O:5])[CH3:2].[H-].[Na+].[CH2:43](Br)[C:44]1[CH:49]=[CH:48][CH:47]=[CH:46][CH:45]=1.O, predict the reaction product. The product is: [CH2:39]([N:3]([CH2:1][CH3:2])[C:4]([C:6]1[CH:7]=[CH:8][C:9]([CH:12]([C:31]2[CH:36]=[CH:35][CH:34]=[C:33]([O:37][CH3:38])[CH:32]=2)[CH2:13][CH2:14][N:15]2[CH2:20][CH2:19][CH:18]([N:21]3[C:25]4[CH:26]=[CH:27][CH:28]=[CH:29][C:24]=4[N:23]([CH2:43][C:44]4[CH:49]=[CH:48][CH:47]=[CH:46][CH:45]=4)[C:22]3=[O:30])[CH2:17][CH2:16]2)=[CH:10][CH:11]=1)=[O:5])[CH3:40]. (5) Given the reactants [C:1]([C:5]1[N:10]=[C:9]([N:11]2[CH2:16][CH2:15][N:14]([CH2:17][CH2:18][CH2:19][CH2:20][NH2:21])[CH2:13][CH2:12]2)[CH:8]=[C:7]([C:22]([F:25])([F:24])[F:23])[N:6]=1)([CH3:4])([CH3:3])[CH3:2].C1N=CN([C:31](N2C=NC=C2)=[O:32])C=1.[C:38]1([C:50]2[CH:55]=[CH:54][CH:53]=[CH:52][CH:51]=2)[CH:43]=[CH:42][CH:41]=[C:40]([N:44]2[CH2:49][CH2:48][NH:47][CH2:46][CH2:45]2)[CH:39]=1, predict the reaction product. The product is: [C:38]1([C:50]2[CH:51]=[CH:52][CH:53]=[CH:54][CH:55]=2)[CH:43]=[CH:42][CH:41]=[C:40]([N:44]2[CH2:45][CH2:46][N:47]([C:31]([NH:21][CH2:20][CH2:19][CH2:18][CH2:17][N:14]3[CH2:15][CH2:16][N:11]([C:9]4[CH:8]=[C:7]([C:22]([F:24])([F:25])[F:23])[N:6]=[C:5]([C:1]([CH3:4])([CH3:2])[CH3:3])[N:10]=4)[CH2:12][CH2:13]3)=[O:32])[CH2:48][CH2:49]2)[CH:39]=1. (6) Given the reactants [C:1](Cl)(=O)[C:2]([Cl:4])=[O:3].[CH2:7]([C:12]12[CH2:19][CH2:18]C(C(O)=O)([CH2:16][CH2:17]1)[CH2:14][CH2:13]2)[CH2:8][CH2:9][CH2:10][CH3:11], predict the reaction product. The product is: [CH2:7]([C:12]12[CH2:19][CH2:18][C:1]([C:2]([Cl:4])=[O:3])([CH2:14][CH2:13]1)[CH2:16][CH2:17]2)[CH2:8][CH2:9][CH2:10][CH3:11]. (7) Given the reactants [OH:1][CH:2]([CH3:15])[CH2:3][C:4]([CH:6]1[C:11]([CH3:13])([CH3:12])[CH2:10][CH2:9][CH:8]=[C:7]1[CH3:14])=[O:5].[CH3:16][N:17]([C:19]1[CH:24]=[C:23]([C:25](O)=[O:26])[CH:22]=[CH:21][CH:20]=1)[CH3:18].C1CCC(N=C=NC2CCCCC2)CC1.Cl, predict the reaction product. The product is: [CH3:16][N:17]([CH3:18])[C:19]1[CH:24]=[C:23]([CH:22]=[CH:21][CH:20]=1)[C:25]([O:1][CH:2]([CH3:15])[CH2:3][C:4](=[O:5])[CH:6]1[C:11]([CH3:13])([CH3:12])[CH2:10][CH2:9][CH:8]=[C:7]1[CH3:14])=[O:26]. (8) Given the reactants [NH2:1][C:2]1[CH:7]=[C:6]([NH:8][C:9](=[O:18])[C:10]2[C:15]([Cl:16])=[CH:14][CH:13]=[CH:12][C:11]=2[Cl:17])[CH:5]=[CH:4][N:3]=1.[CH:19]12[CH2:24][CH:23]1[C:22](=[O:25])[O:21][C:20]2=O, predict the reaction product. The product is: [Cl:16][C:15]1[CH:14]=[CH:13][CH:12]=[C:11]([Cl:17])[C:10]=1[C:9]([NH:8][C:6]1[CH:5]=[CH:4][N:3]=[C:2]([N:1]2[C:20](=[O:21])[CH:19]3[CH:23]([CH2:24]3)[C:22]2=[O:25])[CH:7]=1)=[O:18].